Dataset: Merck oncology drug combination screen with 23,052 pairs across 39 cell lines. Task: Regression. Given two drug SMILES strings and cell line genomic features, predict the synergy score measuring deviation from expected non-interaction effect. (1) Drug 1: CN1C(=O)C=CC2(C)C3CCC4(C)C(NC(=O)OCC(F)(F)F)CCC4C3CCC12. Drug 2: N#Cc1ccc(Cn2cncc2CN2CCN(c3cccc(Cl)c3)C(=O)C2)cc1. Cell line: SW620. Synergy scores: synergy=3.63. (2) Drug 1: COc1cccc2c1C(=O)c1c(O)c3c(c(O)c1C2=O)CC(O)(C(=O)CO)CC3OC1CC(N)C(O)C(C)O1. Drug 2: CNC(=O)c1cc(Oc2ccc(NC(=O)Nc3ccc(Cl)c(C(F)(F)F)c3)cc2)ccn1. Cell line: PA1. Synergy scores: synergy=-3.32. (3) Drug 1: CC(=O)OC1C(=O)C2(C)C(O)CC3OCC3(OC(C)=O)C2C(OC(=O)c2ccccc2)C2(O)CC(OC(=O)C(O)C(NC(=O)c3ccccc3)c3ccccc3)C(C)=C1C2(C)C. Drug 2: COC1=C2CC(C)CC(OC)C(O)C(C)C=C(C)C(OC(N)=O)C(OC)C=CC=C(C)C(=O)NC(=CC1=O)C2=O. Cell line: A427. Synergy scores: synergy=0.0824. (4) Drug 1: NC(=O)c1cccc2cn(-c3ccc(C4CCCNC4)cc3)nc12. Drug 2: COC1CC2CCC(C)C(O)(O2)C(=O)C(=O)N2CCCCC2C(=O)OC(C(C)CC2CCC(OP(C)(C)=O)C(OC)C2)CC(=O)C(C)C=C(C)C(O)C(OC)C(=O)C(C)CC(C)C=CC=CC=C1C. Cell line: RPMI7951. Synergy scores: synergy=19.9.